Dataset: Forward reaction prediction with 1.9M reactions from USPTO patents (1976-2016). Task: Predict the product of the given reaction. (1) The product is: [Br:24]/[C:2](=[CH:4]/[CH2:11][CH2:12][CH:13]([CH3:15])[CH3:14])/[CH3:1]. Given the reactants [CH3:1][C:2]([CH3:4])=O.C([Li])CCC.I[CH2:11][CH2:12][CH:13]([CH3:15])[CH3:14].CN(CCN(C)C)C.[Br:24]CCBr.[Na+].[Cl-], predict the reaction product. (2) Given the reactants C([NH:8][C:9]1[CH:14]=[CH:13][N:12]=[CH:11][C:10]=1[C:15]([O:17][CH3:18])=[O:16])(OC(C)(C)C)=O, predict the reaction product. The product is: [NH2:8][C:9]1[CH:14]=[CH:13][N:12]=[CH:11][C:10]=1[C:15]([O:17][CH3:18])=[O:16]. (3) Given the reactants [CH3:1][O:2][C:3]([C:5]1[CH:10]=[C:9]([NH:11][CH:12]2[CH2:17][CH2:16][N:15](C(OC(C)(C)C)=O)[CH2:14][CH2:13]2)[N:8]=[C:7]([Cl:25])[N:6]=1)=[O:4], predict the reaction product. The product is: [ClH:25].[ClH:25].[CH3:1][O:2][C:3]([C:5]1[CH:10]=[C:9]([NH:11][CH:12]2[CH2:17][CH2:16][NH:15][CH2:14][CH2:13]2)[N:8]=[C:7]([Cl:25])[N:6]=1)=[O:4]. (4) Given the reactants C1(P(C2C=CC=CC=2)C2C=CC=CC=2)C=CC=CC=1.BrN1[C:25](=[O:26])[CH2:24]CC1=O.[Cl:28][C:29]1[CH:30]=[C:31]([C@@H:39]([CH2:49][CH:50]2[CH2:54][CH2:53][CH2:52][CH2:51]2)[C:40]([NH:42][C:43]2[CH:47]=[CH:46][N:45]([CH3:48])[N:44]=2)=[O:41])[CH:32]=[CH:33][C:34]=1[S:35]([CH3:38])(=[O:37])=[O:36].N1C(C)=CC=CC=1C.C(OCC)(=[O:65])C, predict the reaction product. The product is: [Cl:28][C:29]1[CH:30]=[C:31]([C@@H:39]([CH2:49][CH:50]2[CH2:51][CH2:52][CH2:53][CH2:54]2)[C:40]([NH:42][C:43]2[CH:47]=[CH:46][N:45]([CH2:48][C@@H:25]([OH:26])[CH2:24][OH:65])[N:44]=2)=[O:41])[CH:32]=[CH:33][C:34]=1[S:35]([CH3:38])(=[O:37])=[O:36]. (5) Given the reactants C([O:3][C:4](=[O:42])[CH2:5][O:6][C:7]1[CH:12]=[CH:11][C:10]([S:13][CH:14]([C:16]2[S:20][C:19]([C:21]3[CH:26]=[CH:25][C:24]([C:27]([F:30])([F:29])[F:28])=[CH:23][CH:22]=3)=[N:18][C:17]=2[CH2:31][CH2:32][C:33]2[C:38]([F:39])=[CH:37][CH:36]=[CH:35][C:34]=2[Cl:40])[CH3:15])=[CH:9][C:8]=1[CH3:41])C.[Li+].[OH-].Cl, predict the reaction product. The product is: [Cl:40][C:34]1[CH:35]=[CH:36][CH:37]=[C:38]([F:39])[C:33]=1[CH2:32][CH2:31][C:17]1[N:18]=[C:19]([C:21]2[CH:22]=[CH:23][C:24]([C:27]([F:29])([F:30])[F:28])=[CH:25][CH:26]=2)[S:20][C:16]=1[CH:14]([S:13][C:10]1[CH:11]=[CH:12][C:7]([O:6][CH2:5][C:4]([OH:42])=[O:3])=[C:8]([CH3:41])[CH:9]=1)[CH3:15]. (6) Given the reactants II.Br[CH2:4][C:5]1[CH:10]=[CH:9][C:8]([O:11][CH3:12])=[CH:7][CH:6]=1.COC1C=CC=C(OC)C=1C1C=CC=CC=1P(C1CCCCC1)C1CCCCC1.Br[C:43]1[CH:44]=[N:45][CH:46]=[CH:47][CH:48]=1, predict the reaction product. The product is: [CH3:12][O:11][C:8]1[CH:9]=[CH:10][C:5]([CH2:4][C:43]2[CH:44]=[N:45][CH:46]=[CH:47][CH:48]=2)=[CH:6][CH:7]=1. (7) The product is: [CH2:1]([O:3][C:4](=[O:23])[CH2:5][N:6]1[C:14]2[C:9](=[CH:10][C:11]([OH:15])=[CH:12][CH:13]=2)[CH:8]=[CH:7]1)[CH3:2]. Given the reactants [CH2:1]([O:3][C:4](=[O:23])[CH2:5][N:6]1[C:14]2[C:9](=[CH:10][C:11]([O:15][Si](C(C)(C)C)(C)C)=[CH:12][CH:13]=2)[CH:8]=[CH:7]1)[CH3:2].O.[F-].C([N+](CCCC)(CCCC)CCCC)CCC, predict the reaction product.